From a dataset of Reaction yield outcomes from USPTO patents with 853,638 reactions. Predict the reaction yield, written as a fraction of the theoretical maximum amount of product (1.0 means a 100% yield; for example, 0.34 means a 34% yield). (1) The reactants are Br[C:2]1[C:7]([C:8]([F:11])([F:10])[F:9])=[CH:6][C:5]([NH:12][C:13]2[N:17]=[C:16]([NH2:18])[NH:15][N:14]=2)=[CH:4][C:3]=1[Cl:19].CN1C(C)(C)CC(SC2C=CC(B3OC(C)(C)C(C)(C)O3)=CC=2)CC1(C)C.[CH3:47][O:48][C:49]1[CH:54]=[CH:53][C:52](B2OC(C)(C)C(C)(C)O2)=[CH:51][C:50]=1[S:64]([NH:67][CH:68]1[CH2:73][CH2:72][O:71][CH2:70][CH2:69]1)(=[O:66])=[O:65].C([O-])([O-])=O.[K+].[K+]. The catalyst is COCCOC.O1CCOCC1.C1C=CC([P]([Pd]([P](C2C=CC=CC=2)(C2C=CC=CC=2)C2C=CC=CC=2)([P](C2C=CC=CC=2)(C2C=CC=CC=2)C2C=CC=CC=2)[P](C2C=CC=CC=2)(C2C=CC=CC=2)C2C=CC=CC=2)(C2C=CC=CC=2)C2C=CC=CC=2)=CC=1. The product is [NH2:18][C:16]1[NH:15][N:14]=[C:13]([NH:12][C:5]2[CH:6]=[C:7]([C:8]([F:11])([F:10])[F:9])[C:2]([C:52]3[CH:53]=[CH:54][C:49]([O:48][CH3:47])=[C:50]([S:64]([NH:67][CH:68]4[CH2:73][CH2:72][O:71][CH2:70][CH2:69]4)(=[O:66])=[O:65])[CH:51]=3)=[C:3]([Cl:19])[CH:4]=2)[N:17]=1. The yield is 0.310. (2) The reactants are [Cl:1][C:2]1[N:7]=[C:6]([CH:8]=O)[CH:5]=[CH:4][CH:3]=1.[CH3:10][N:11]1[CH2:16][CH2:15][NH:14][CH2:13][CH2:12]1. No catalyst specified. The product is [Cl:1][C:2]1[N:7]=[C:6]([CH2:8][N:14]2[CH2:15][CH2:16][N:11]([CH3:10])[CH2:12][CH2:13]2)[CH:5]=[CH:4][CH:3]=1. The yield is 0.970. (3) The reactants are [CH3:1][O:2][C:3]1[CH:4]=[C:5]2[C:10](=[CH:11][CH:12]=1)[C:9](=[O:13])[NH:8][CH2:7][CH2:6]2.[H-].[Na+].[CH2:16](I)[CH3:17].CO. The catalyst is C1(C)C=CC=CC=1.C1COCC1. The product is [CH2:16]([N:8]1[CH2:7][CH2:6][C:5]2[C:10](=[CH:11][CH:12]=[C:3]([O:2][CH3:1])[CH:4]=2)[C:9]1=[O:13])[CH3:17]. The yield is 0.460. (4) The reactants are [C:1]([C:3]1[S:4][C:5]2[C:11]([C:12]#[N:13])=[C:10](/[N:14]=[CH:15]/[N:16](C)C)[CH:9]=[CH:8][C:6]=2[N:7]=1)#[N:2].[C:19]([C:21]1[CH:22]=[C:23]([CH:25]=[CH:26][CH:27]=1)N)#[CH:20].[K+].[Br-]. The catalyst is C(Cl)Cl.CCOC(C)=O. The product is [C:19]([C:21]1[CH:27]=[C:26]([NH:13][C:12]2[C:11]3[C:10](=[CH:9][CH:8]=[C:6]4[N:7]=[C:3]([C:1]#[N:2])[S:4][C:5]4=3)[N:14]=[CH:15][N:16]=2)[CH:25]=[CH:23][CH:22]=1)#[CH:20]. The yield is 0.840. (5) The reactants are [Br:1][C:2]1[CH:10]=[C:9]2[C:5]([C:6]3([CH2:16][CH2:15][C:14](=[O:17])[CH2:13][CH2:12]3)[C:7](=[O:11])[NH:8]2)=[CH:4][CH:3]=1.[Cl:18][CH2:19][CH2:20][OH:21].CS(O)(=O)=O.[C:27](=O)([O-])O.[Na+].Cl[CH2:33][Cl:34]. The catalyst is C1(C)C=CC=CC=1. The product is [Br:1][C:2]1[CH:10]=[C:9]2[C:5]([C:6]3([CH2:12][CH2:13][C:14]([O:21][CH2:20][CH2:19][Cl:18])([O:17][CH2:27][CH2:33][Cl:34])[CH2:15][CH2:16]3)[C:7](=[O:11])[NH:8]2)=[CH:4][CH:3]=1. The yield is 0.660. (6) The reactants are [Br:1][C:2]1[CH:3]=[CH:4][C:5]([NH:8][C:9]([C:11]2[CH:16]=[C:15]([O:17][CH3:18])[C:14]([O:19][CH3:20])=[C:13]([O:21][CH3:22])[C:12]=2[N+:23]([O-])=O)=[O:10])=[N:6][CH:7]=1. The catalyst is C(OCC)(=O)C.Cl[Pd](Cl)([P](C1C=CC=CC=1)(C1C=CC=CC=1)C1C=CC=CC=1)[P](C1C=CC=CC=1)(C1C=CC=CC=1)C1C=CC=CC=1. The product is [NH2:23][C:12]1[C:13]([O:21][CH3:22])=[C:14]([O:19][CH3:20])[C:15]([O:17][CH3:18])=[CH:16][C:11]=1[C:9]([NH:8][C:5]1[CH:4]=[CH:3][C:2]([Br:1])=[CH:7][N:6]=1)=[O:10]. The yield is 0.770. (7) The reactants are [Br:1][C:2]1[CH:3]=[C:4]([OH:8])[CH:5]=[N:6][CH:7]=1.[N+:9]([O-])([OH:11])=[O:10]. The catalyst is S(=O)(=O)(O)O. The product is [Br:1][C:2]1[CH:3]=[C:4]([OH:8])[C:5]([N+:9]([O-:11])=[O:10])=[N:6][CH:7]=1. The yield is 0.900. (8) The reactants are [NH:1]1[CH2:6][CH2:5][C:4]2([O:11][C:10]3[C:12]4[C:17]([C:18](=[O:21])[C:19](=[O:20])[C:9]=3[S:8][CH2:7]2)=[CH:16][CH:15]=[CH:14][CH:13]=4)[CH2:3][CH2:2]1.[F:22][C:23]1[CH:33]=[CH:32][C:26]([O:27][CH2:28][C@@H:29]2[CH2:31][O:30]2)=[CH:25][CH:24]=1.Cl([O-])(=O)(=O)=O.[Li+].ClCCl. The catalyst is C(#N)C. The product is [F:22][C:23]1[CH:33]=[CH:32][C:26]([O:27][CH2:28][C@@H:29]([OH:30])[CH2:31][N:1]2[CH2:2][CH2:3][C:4]3([O:11][C:10]4[C:12]5[C:17]([C:18](=[O:21])[C:19](=[O:20])[C:9]=4[S:8][CH2:7]3)=[CH:16][CH:15]=[CH:14][CH:13]=5)[CH2:5][CH2:6]2)=[CH:25][CH:24]=1. The yield is 0.450.